This data is from Reaction yield outcomes from USPTO patents with 853,638 reactions. The task is: Predict the reaction yield, written as a fraction of the theoretical maximum amount of product (1.0 means a 100% yield; for example, 0.34 means a 34% yield). (1) The yield is 0.915. The catalyst is O.CC(C)=O.CO. The reactants are [ClH:1].[OH:2][C:3]([C:35]1[CH:40]=[CH:39][CH:38]=[CH:37][CH:36]=1)([C:29]1[CH:34]=[CH:33][CH:32]=[CH:31][CH:30]=1)[CH:4]1[CH2:9][CH2:8][N:7]([CH2:10][CH2:11][CH2:12][C:13]([C:15]2[CH:20]=[CH:19][C:18]([C:21]([CH3:28])([CH3:27])[C:22]([O:24]CC)=[O:23])=[CH:17][CH:16]=2)=[O:14])[CH2:6][CH2:5]1.[OH-].[Na+].[BH4-].[Na+].Cl. The product is [OH2:2].[ClH:1].[OH:2][C:3]([C:35]1[CH:36]=[CH:37][CH:38]=[CH:39][CH:40]=1)([C:29]1[CH:30]=[CH:31][CH:32]=[CH:33][CH:34]=1)[CH:4]1[CH2:9][CH2:8][N:7]([CH2:10][CH2:11][CH2:12][CH:13]([C:15]2[CH:20]=[CH:19][C:18]([C:21]([CH3:28])([CH3:27])[C:22]([OH:24])=[O:23])=[CH:17][CH:16]=2)[OH:14])[CH2:6][CH2:5]1. (2) The reactants are [C:1]([N:4]1[CH2:9][CH2:8][N:7]([CH2:10][C:11]2[N:15]3[CH2:16][CH2:17][O:18][C:19]4[CH:24]=[CH:23][C:22](Br)=[CH:21][C:20]=4[C:14]3=[N:13][C:12]=2[C:26]([NH2:28])=[O:27])[CH2:6][CH2:5]1)(=[O:3])[CH3:2].BrC1C=CC2OCCN3C(CN4CCCC4)=C(C(N)=O)N=C3C=2C=1.N1(C(=O)C)CCNCC1.[CH3:62][C:63]([OH:67])([C:65]#[CH:66])[CH3:64]. No catalyst specified. The product is [C:1]([N:4]1[CH2:9][CH2:8][N:7]([CH2:10][C:11]2[N:15]3[CH2:16][CH2:17][O:18][C:19]4[CH:24]=[CH:23][C:22]([C:66]#[C:65][C:63]([OH:67])([CH3:64])[CH3:62])=[CH:21][C:20]=4[C:14]3=[N:13][C:12]=2[C:26]([NH2:28])=[O:27])[CH2:6][CH2:5]1)(=[O:3])[CH3:2]. The yield is 0.420.